Dataset: Reaction yield outcomes from USPTO patents with 853,638 reactions. Task: Predict the reaction yield, written as a fraction of the theoretical maximum amount of product (1.0 means a 100% yield; for example, 0.34 means a 34% yield). (1) The reactants are [F:1][C:2]([F:33])([F:32])[C:3]1[CH:4]=[C:5]([CH:25]=[C:26]([C:28]([F:31])([F:30])[F:29])[CH:27]=1)[CH2:6][N:7]([CH3:24])[C@@H:8]1[CH2:12][N:11]([CH2:13][C:14]2[CH:19]=[CH:18][C:17]([Cl:20])=[CH:16][CH:15]=2)[C@H:10]([C:21]([OH:23])=O)[CH2:9]1.[N:34]1([C:40]2[CH:47]=[CH:46][CH:45]=[CH:44][C:41]=2[C:42]#[N:43])[CH2:39][CH2:38][NH:37][CH2:36][CH2:35]1. No catalyst specified. The product is [F:29][C:28]([F:31])([F:30])[C:26]1[CH:25]=[C:5]([CH:4]=[C:3]([C:2]([F:32])([F:1])[F:33])[CH:27]=1)[CH2:6][N:7]([CH3:24])[C@@H:8]1[CH2:12][N:11]([CH2:13][C:14]2[CH:15]=[CH:16][C:17]([Cl:20])=[CH:18][CH:19]=2)[C@H:10]([C:21]([N:37]2[CH2:36][CH2:35][N:34]([C:40]3[CH:47]=[CH:46][CH:45]=[CH:44][C:41]=3[C:42]#[N:43])[CH2:39][CH2:38]2)=[O:23])[CH2:9]1. The yield is 0.0900. (2) The reactants are [CH3:1][S:2]([O:5][C:6]1[CH:11]=[CH:10][C:9]([C:12]2([C:22]3[CH:27]=[CH:26][CH:25]=[C:24](Br)[CH:23]=3)[C:16]3=[N:17][CH2:18][CH2:19][CH2:20][N:15]3[C:14]([NH2:21])=[N:13]2)=[CH:8][CH:7]=1)(=[O:4])=[O:3].[O:29]1[CH2:33][CH2:32]CC1. The catalyst is Cl[Pd](Cl)([P](C1C=CC=CC=1)(C1C=CC=CC=1)C1C=CC=CC=1)[P](C1C=CC=CC=1)(C1C=CC=CC=1)C1C=CC=CC=1. The product is [C:6]([OH:5])(=[O:29])[CH3:11].[CH3:1][S:2]([O:5][C:6]1[CH:11]=[CH:10][C:9]([C:12]2([C:22]3[CH:27]=[CH:26][CH:25]=[C:24]([C:33]4[CH:32]=[N:15][CH:16]=[CH:12][N:13]=4)[CH:23]=3)[C:16]3=[N:17][CH2:18][CH2:19][CH2:20][N:15]3[C:14]([NH2:21])=[N:13]2)=[CH:8][CH:7]=1)(=[O:4])=[O:3]. The yield is 0.230. (3) The reactants are [C:1]([O:5][C:6]([N:8]1[CH2:13][CH2:12][CH:11]([N:14]2[CH2:27][C:19]3[C:20]4[CH:21]=[N:22][NH:23][C:24]=4[CH:25]=[CH:26][C:18]=3[CH2:17][C@@H:16]([NH:28]C(OCC3C=CC=CC=3)=O)[C:15]2=[O:39])[CH2:10][CH2:9]1)=[O:7])([CH3:4])([CH3:3])[CH3:2].[C:40]([OH:43])(=[O:42])[CH3:41].[H][H]. The catalyst is [Pd].CO. The product is [C:40]([OH:43])(=[O:42])[CH3:41].[C:1]([O:5][C:6]([N:8]1[CH2:9][CH2:10][CH:11]([N:14]2[CH2:27][C:19]3[C:20]4[CH:21]=[N:22][NH:23][C:24]=4[CH:25]=[CH:26][C:18]=3[CH2:17][C@@H:16]([NH2:28])[C:15]2=[O:39])[CH2:12][CH2:13]1)=[O:7])([CH3:4])([CH3:2])[CH3:3]. The yield is 1.00.